This data is from Experimentally validated miRNA-target interactions with 360,000+ pairs, plus equal number of negative samples. The task is: Binary Classification. Given a miRNA mature sequence and a target amino acid sequence, predict their likelihood of interaction. (1) The miRNA is hsa-miR-7152-5p with sequence UUUCCUGUCCUCCAACCAGACC. The protein sequence of the target gene is MQSKVTGNMPTQSLLMYMDGPEVIGSSLGSPMEMEDALSMKGTAVVPFRATQEKNVIQIEGYMPLDCMFCSQTFTHSEDLNKHVLMQHRPTLCEPAVLRVEAEYLSPLDKSQVRTEPPKEKNCKENEFSCEVCGQTFRVAFDVEIHMRTHKDSFTYGCNMCGRRFKEPWFLKNHMRTHNGKSGARSKLQQGLESSPATINEVVQVHAAESISSPYKICMVCGFLFPNKESLIEHRKVHTKKTAFGTSSAQTDSPQGGMPSSREDFLQLFNLRPKSHPETGKKPVRCIPQLDPFTTFQAWQ.... Result: 1 (interaction). (2) The miRNA is hsa-miR-4713-3p with sequence UGGGAUCCAGACAGUGGGAGAA. The protein sequence of the target gene is MPVSASLACKNYDYDYDSIQPYFYFDNDDEDFYHHQQGQTQPSAPSEDIWKKFELLPTPPLSPSRRQSLSTAEQLEMVSEFLGDDVVSQSFICDDADYSQSFIKSIIIQDCMWSGFSAAAKLEKVVSERLASLHAERKELMSDSNSNRLNASYLQDLSTSASECIDPSVVFPYPLTECGKAGKVASPQPMLVLDTPPNSSSSSGSDSEDEEEEDEEEEEEEEEEEEEEEEEEIDVVTVEKRQKRHETDASESRYPSPLVLKRCHVSTHQHNYAAHPSTRHDQPAVKRLRLEASNNHSINS.... Result: 0 (no interaction). (3) The miRNA is hsa-miR-5591-5p with sequence UGGGAGCUAAGCUAUGGGUAU. The protein sequence of the target gene is MKSLLNAFTKKEVPFREAPAYSNRRRRPPNTLAAPRVLLRSNSDNNLNAGAPEWAVCSAATSHRSLSPQLLQQTPSKPDGATKSLGSYTPGPRSRSPSLNRLGGTAEDGKRTQPHWHVGSPFTPGANKDSLSTFEYPGPRRKLYSAVPGRLFVAVKPYQPQVDGEIPLHRGDRVKVLSIGEGGFWEGSARGHIGWFPAECVEEVQCKPRDSQAETRADRSKKLFRHYTVGSYDSFDAASDCIIEDKTVVLQKKDNEGFGFVLRGAKADTPIEEFTPTPAFPALQYLESVDEGGVAWQAGL.... Result: 0 (no interaction). (4) The miRNA is hsa-miR-150-5p with sequence UCUCCCAACCCUUGUACCAGUG. The protein sequence of the target gene is MAAEREPPPLGDGKPTDFEDLEDGEDLFTSTVSTLESSPSSPEPASLPAEDISANSNGPKPTEVVLDDDREDLFAEATEEVSLDSPEREPILSSEPSPAVTPVTPTTLIAPRIESKSMSAPVIFDRSREEIEEEANGDIFDIEIGVSDPEKVGDGMNAYMAYRVTTKTSLSMFSKSEFSVKRRFSDFLGLHSKLASKYLHVGYIVPPAPEKSIVGMTKVKVGKEDSSSTEFVEKRRAALERYLQRTVKHPTLLQDPDLRQFLESSELPRAVNTQALSGAGILRMVNKAADAVNKMTIKMN.... Result: 1 (interaction). (5) Result: 0 (no interaction). The miRNA is hsa-miR-361-5p with sequence UUAUCAGAAUCUCCAGGGGUAC. The protein sequence of the target gene is MANYIHVPPGSPEVPKLDVTVQDQEEQRCRDGALSLLRHLRPHWDPREVTLQLFTDGITNKLIACYVGDTMEDVVLVRIYGNKTELLVDRDEEVKSFRVLQAHGCAPQLYCTFNNGLCYEFIQGEALDPQHVCNPAIFRLIARQLAKIHAIHAHNGWIPKSNLWLKMGKYFSLIPTGFADENINKRFLSEIPSPQLLQEEMTWMKELLSSLGSPVVLCHNDLLCKNIIYNEKQGDVQFIDYEYSGYNYLAYDIGNHFNEFAGVSDVDYSLYPDRELQGQWLRSYLEAYKEYKGFGSDVTE.... (6) The miRNA is bta-miR-205 with sequence UCCUUCAUUCCACCGGAGUCUG. The protein sequence of the target gene is MVTHSKFPAAGMSRPLDTSLRLKTFSSKSEYQLVVNAVRKLQESGFYWSTVTGGEANLLLSAEPAGTFLIRDSSDQRHFFTLSVKTQSGTKNLRIQCEGGSFSLQSDPRSTQPVPRFDCVLKLVHHYMPAAGAPSFSQPPAEPSSSPSSEVPEQPPAQPLSGNPPRRAYYIYSGGEKIPLVLSRPLSSNVATLQHLCRKTVNGHLDSYEKVTQLPGPIREFLDQYDAPL. Result: 0 (no interaction).